From a dataset of Catalyst prediction with 721,799 reactions and 888 catalyst types from USPTO. Predict which catalyst facilitates the given reaction. Reactant: [N+:1]([C:4]1[C:5]([Cl:11])=[N:6][C:7]([Cl:10])=[CH:8][CH:9]=1)([O-])=O.[Cl-].[NH4+]. Product: [Cl:11][C:5]1[C:4]([NH2:1])=[CH:9][CH:8]=[C:7]([Cl:10])[N:6]=1. The catalyst class is: 406.